From a dataset of NCI-60 drug combinations with 297,098 pairs across 59 cell lines. Regression. Given two drug SMILES strings and cell line genomic features, predict the synergy score measuring deviation from expected non-interaction effect. Drug 1: CCN(CC)CCCC(C)NC1=C2C=C(C=CC2=NC3=C1C=CC(=C3)Cl)OC. Drug 2: B(C(CC(C)C)NC(=O)C(CC1=CC=CC=C1)NC(=O)C2=NC=CN=C2)(O)O. Cell line: CAKI-1. Synergy scores: CSS=24.4, Synergy_ZIP=-6.08, Synergy_Bliss=-0.969, Synergy_Loewe=-16.2, Synergy_HSA=-5.20.